The task is: Predict the reactants needed to synthesize the given product.. This data is from Full USPTO retrosynthesis dataset with 1.9M reactions from patents (1976-2016). (1) Given the product [F:15][C:14]([F:16])([F:17])[C:13]([NH:12][C@H:10]([CH3:11])[CH2:9][C:7]1[CH:8]=[C:3]([O:2][CH3:1])[C:4]([CH2:21][CH2:22][SH:23])=[CH:5][C:6]=1[O:19][CH3:20])=[O:18], predict the reactants needed to synthesize it. The reactants are: [CH3:1][O:2][C:3]1[CH:8]=[C:7]([CH2:9][C@H:10]([NH:12][C:13](=[O:18])[C:14]([F:17])([F:16])[F:15])[CH3:11])[C:6]([O:19][CH3:20])=[CH:5][C:4]=1[CH2:21][CH2:22][S:23]C(=O)C.[H-].[H-].[H-].[H-].[Li+].[Al+3].O. (2) Given the product [N:1]([CH2:6][CH2:7][C:8]1[S:12][C:11]([C:13]([O:15][CH:16]([CH3:17])[CH3:18])=[O:14])=[CH:10][CH:9]=1)=[N+:2]=[N-:3], predict the reactants needed to synthesize it. The reactants are: [N-:1]=[N+:2]=[N-:3].[Na+].Br[CH2:6][CH2:7][C:8]1[S:12][C:11]([C:13]([O:15][CH:16]([CH3:18])[CH3:17])=[O:14])=[CH:10][CH:9]=1. (3) Given the product [NH2:1][C:2]1[CH:7]=[CH:6][C:5]([C:8]2[CH:16]=[C:15]3[C:11]([CH2:12][N:13]([C:18]4([C:19]([O:21][CH3:22])=[O:20])[CH2:25][CH2:23]4)[C:14]3=[O:17])=[CH:10][CH:9]=2)=[CH:4][CH:3]=1, predict the reactants needed to synthesize it. The reactants are: [NH2:1][C:2]1[CH:7]=[CH:6][C:5]([C:8]2[CH:16]=[C:15]3[C:11]([CH2:12][N:13]([C@@H:18]([CH:23]([CH3:25])C)[C:19]([O:21][CH3:22])=[O:20])[C:14]3=[O:17])=[CH:10][CH:9]=2)=[CH:4][CH:3]=1.[N+](C1C=CC(C2C=C3C(CN(C4(C(OC)=O)CC4)C3=O)=CC=2)=CC=1)([O-])=O. (4) Given the product [C:17]1([NH:13][C:12]2[CH:11]=[CH:10][CH:9]=[CH:15][CH:14]=2)[CH:22]=[CH:21][CH:20]=[CH:19][CH:18]=1, predict the reactants needed to synthesize it. The reactants are: C([C:9]1[CH:15]=[CH:14][C:12]([NH2:13])=[CH:11][CH:10]=1)CCCCCCC.Br[C:17]1[CH:22]=[CH:21][C:20](/C=C/[C:17]2[CH:22]=[CH:21][C:20](Br)=[CH:19][CH:18]=2)=[CH:19][CH:18]=1.P(C(C)(C)C)(C(C)(C)C)C(C)(C)C.CC(C)([O-])C.[Na+]. (5) Given the product [Br:1][C:2]1[CH:3]=[CH:4][CH:5]=[C:6]2[C:11]=1[N:10]=[C:9]([Cl:19])[N:8]([CH:13]1[CH2:15][CH2:14]1)[C:7]2=[O:16], predict the reactants needed to synthesize it. The reactants are: [Br:1][C:2]1[CH:3]=[CH:4][CH:5]=[C:6]2[C:11]=1[NH:10][C:9](=O)[N:8]([CH:13]1[CH2:15][CH2:14]1)[C:7]2=[O:16].O=P(Cl)(Cl)[Cl:19].CCN(C(C)C)C(C)C.